This data is from Plasma protein binding rate (PPBR) regression data from AstraZeneca. The task is: Regression/Classification. Given a drug SMILES string, predict its absorption, distribution, metabolism, or excretion properties. Task type varies by dataset: regression for continuous measurements (e.g., permeability, clearance, half-life) or binary classification for categorical outcomes (e.g., BBB penetration, CYP inhibition). For this dataset (ppbr_az), we predict Y. (1) The drug is Cc1cc(Cl)ccc1OC1CCN(C[C@H](O)CNC(=O)c2c[nH]c(=O)cc2C(F)(F)F)CC1. The Y is 86.6 %. (2) The compound is CC(C)(C)Oc1ccc(C(=O)Nc2ccc3sc(CO)nc3c2)cc1. The Y is 94.9 %. (3) The drug is CCOc1ccc(-n2c([C@@H](C)N(Cc3cccnc3)C(=O)Cc3ccc(OC(F)(F)F)cc3)nc3ncccc3c2=O)cc1. The Y is 95.2 %. (4) The compound is C[C@@H](Oc1cc(-c2cnn(C3CCNCC3)c2)cnc1N)c1c(Cl)ccc(F)c1Cl. The Y is 92.2 %. (5) The Y is 99.9 %. The drug is CC(C)Cn1c(=O)n(C)c(=O)c2c(SCCCO)c(Cc3cccc4ccccc34)sc21. (6) The compound is CS(=O)(=O)c1ccc(-c2cnc(N)c(-c3ccc(C(F)(F)F)nc3)c2)cc1. The Y is 80.7 %. (7) The drug is N#Cc1cc(-c2n[nH]c(-c3ccncc3)n2)ccn1. The Y is 84.9 %.